Dataset: Reaction yield outcomes from USPTO patents with 853,638 reactions. Task: Predict the reaction yield, written as a fraction of the theoretical maximum amount of product (1.0 means a 100% yield; for example, 0.34 means a 34% yield). The reactants are [S:1]1[C:12]2[C:4](=[CH:5][CH:6]=[C:7]3[C:11]=2[C:10](=O)[C:9](=[O:14])[NH:8]3)[N:3]=[CH:2]1.Cl.[F:16][C:17]1[CH:18]=[C:19]([NH:23][NH2:24])[CH:20]=[CH:21][CH:22]=1. The catalyst is C(O)C. The product is [F:16][C:17]1[CH:18]=[C:19]([NH:23][N:24]=[C:10]2[C:11]3[C:7](=[CH:6][CH:5]=[C:4]4[N:3]=[CH:2][S:1][C:12]4=3)[NH:8][C:9]2=[O:14])[CH:20]=[CH:21][CH:22]=1. The yield is 0.600.